This data is from Full USPTO retrosynthesis dataset with 1.9M reactions from patents (1976-2016). The task is: Predict the reactants needed to synthesize the given product. Given the product [O:14]1[C:18]([CH:19]=[CH:20][C:21]2[CH:26]=[CH:25][C:24]([NH:27]/[N:28]=[CH:10]/[C:9]3[CH:12]=[CH:13][C:6]([CH2:5][N:3]([CH3:4])[CH3:2])=[CH:7][CH:8]=3)=[CH:23][CH:22]=2)=[CH:17][N:16]=[CH:15]1, predict the reactants needed to synthesize it. The reactants are: Cl.[CH3:2][N:3]([CH2:5][C:6]1[CH:13]=[CH:12][C:9]([CH:10]=O)=[CH:8][CH:7]=1)[CH3:4].[O:14]1[C:18](/[CH:19]=[CH:20]/[C:21]2[CH:26]=[CH:25][C:24]([NH:27][NH2:28])=[CH:23][CH:22]=2)=[CH:17][N:16]=[CH:15]1.